From a dataset of Full USPTO retrosynthesis dataset with 1.9M reactions from patents (1976-2016). Predict the reactants needed to synthesize the given product. Given the product [CH2:13]([C:8]1[CH:9]=[C:10]2[C:5](=[CH:6][CH:7]=1)[O:4][C:3]([C:23]1[CH:28]=[C:27]([OH:29])[C:26]([OH:31])=[C:25]([OH:39])[CH:24]=1)=[C:2]([OH:1])[C:11]2=[O:12])[CH2:14][CH2:15][CH2:16][CH2:17][CH2:18][CH2:19][CH2:20][CH2:21][CH3:22], predict the reactants needed to synthesize it. The reactants are: [OH:1][C:2]1[C:11](=[O:12])[C:10]2[C:5](=[CH:6][CH:7]=[C:8]([CH2:13][CH2:14][CH2:15][CH2:16][CH2:17][CH2:18][CH2:19][CH2:20][CH2:21][CH3:22])[CH:9]=2)[O:4][C:3]=1[C:23]1[CH:28]=[C:27]([O:29]C)[C:26]([O:31]CC2C=CC=CC=2)=[C:25]([O:39]C)[CH:24]=1.B(Br)(Br)Br.CO.O.